Task: Predict the reactants needed to synthesize the given product.. Dataset: Full USPTO retrosynthesis dataset with 1.9M reactions from patents (1976-2016) Given the product [F:25][C:23]1[CH:22]=[C:21]([C:26]2[CH:31]=[CH:30][N:29]=[C:28]([N:32]3[CH2:37][CH2:36][N:35]([C:8]([NH:7][C:3]4[CH:2]=[N:1][CH:6]=[CH:5][CH:4]=4)=[O:15])[CH2:34][CH2:33]3)[N:27]=2)[CH:20]=[C:19]([F:18])[CH:24]=1, predict the reactants needed to synthesize it. The reactants are: [N:1]1[CH:6]=[CH:5][CH:4]=[C:3]([NH:7][C:8](=[O:15])OCC(Cl)(Cl)Cl)[CH:2]=1.Cl.Cl.[F:18][C:19]1[CH:20]=[C:21]([C:26]2[CH:31]=[CH:30][N:29]=[C:28]([N:32]3[CH2:37][CH2:36][NH:35][CH2:34][CH2:33]3)[N:27]=2)[CH:22]=[C:23]([F:25])[CH:24]=1.